This data is from NCI-60 drug combinations with 297,098 pairs across 59 cell lines. The task is: Regression. Given two drug SMILES strings and cell line genomic features, predict the synergy score measuring deviation from expected non-interaction effect. Drug 1: CN1CCC(CC1)COC2=C(C=C3C(=C2)N=CN=C3NC4=C(C=C(C=C4)Br)F)OC. Drug 2: C1CCN(CC1)CCOC2=CC=C(C=C2)C(=O)C3=C(SC4=C3C=CC(=C4)O)C5=CC=C(C=C5)O. Cell line: T-47D. Synergy scores: CSS=18.9, Synergy_ZIP=-3.53, Synergy_Bliss=4.90, Synergy_Loewe=7.27, Synergy_HSA=8.25.